This data is from Forward reaction prediction with 1.9M reactions from USPTO patents (1976-2016). The task is: Predict the product of the given reaction. (1) Given the reactants [C:1](Cl)(C)=O.[CH3:5][C:6]1[N:10]2[C:11]3[CH:17]=[CH:16][NH:15][C:12]=3[N:13]=[CH:14][C:9]2=[C:8]([C:18]2[CH:19]=[N:20][N:21]([CH2:23][C:24]([OH:26])=[O:25])[CH:22]=2)[N:7]=1, predict the reaction product. The product is: [CH3:5][C:6]1[N:10]2[C:11]3[CH:17]=[CH:16][NH:15][C:12]=3[N:13]=[CH:14][C:9]2=[C:8]([C:18]2[CH:19]=[N:20][N:21]([CH2:23][C:24]([O:26][CH3:1])=[O:25])[CH:22]=2)[N:7]=1. (2) Given the reactants [CH:1]1([CH2:7][C:8]2[NH:12][C:11]([C:13]([OH:15])=O)=[CH:10][C:9]=2[C:16]2[CH:21]=[C:20]([C:22]([CH3:25])([CH3:24])[CH3:23])[CH:19]=[C:18]([C:26]([CH3:29])([CH3:28])[CH3:27])[CH:17]=2)[CH2:6][CH2:5][CH2:4][CH2:3][CH2:2]1.C[N:31](C(ON1N=NC2C=CC=NC1=2)=[N+](C)C)C.F[P-](F)(F)(F)(F)F.[NH4+].[Cl-], predict the reaction product. The product is: [CH:1]1([CH2:7][C:8]2[NH:12][C:11]([C:13]([NH2:31])=[O:15])=[CH:10][C:9]=2[C:16]2[CH:21]=[C:20]([C:22]([CH3:23])([CH3:25])[CH3:24])[CH:19]=[C:18]([C:26]([CH3:27])([CH3:29])[CH3:28])[CH:17]=2)[CH2:6][CH2:5][CH2:4][CH2:3][CH2:2]1. (3) The product is: [Br:1][C:2]1[C:3]([F:11])=[C:4]([NH:14][C:17](=[O:26])[O:40][C:37]([CH3:39])([CH3:38])[CH3:36])[CH:8]=[CH:9][CH:10]=1. Given the reactants [Br:1][C:2]1[C:3]([F:11])=[C:4]([CH:8]=[CH:9][CH:10]=1)C(O)=O.C([N:14]([CH2:17]C)CC)C.C1C=CC(P(N=[N+]=[N-])(C2C=CC=CC=2)=[O:26])=CC=1.[CH3:36][C:37]([OH:40])([CH3:39])[CH3:38], predict the reaction product. (4) Given the reactants [CH3:1][C:2]1[CH:10]=[CH:9][C:8]2[N:7]([CH2:11][CH:12]([C:14]3[CH:19]=[CH:18][N:17]=[CH:16][CH:15]=3)[OH:13])[C:6]3[CH2:20][CH2:21][NH:22][CH2:23][C:5]=3[C:4]=2[CH:3]=1.C(N(CC)CC)C.Cl[C:32]([O:34][CH2:35][CH3:36])=[O:33], predict the reaction product. The product is: [OH:13][CH:12]([C:14]1[CH:19]=[CH:18][N:17]=[CH:16][CH:15]=1)[CH2:11][N:7]1[C:8]2[CH:9]=[CH:10][C:2]([CH3:1])=[CH:3][C:4]=2[C:5]2[CH2:23][N:22]([C:32]([O:34][CH2:35][CH3:36])=[O:33])[CH2:21][CH2:20][C:6]1=2. (5) Given the reactants [Cl-].[F:2][CH2:3][CH2:4][NH3+:5].[CH3:6][N:7]1[C:19]2[CH2:18][CH2:17][CH:16]([CH:20]3[CH2:25][CH2:24][O:23][CH2:22][CH2:21]3)[CH2:15][C:14]=2[C:13]2[C:8]1=[CH:9][CH:10]=[C:11]([C:26](O)=[O:27])[CH:12]=2.CCN(C(C)C)C(C)C.CN(C(ON1N=NC2C=CC=NC1=2)=[N+](C)C)C.F[P-](F)(F)(F)(F)F, predict the reaction product. The product is: [F:2][CH2:3][CH2:4][NH:5][C:26]([C:11]1[CH:12]=[C:13]2[C:8](=[CH:9][CH:10]=1)[N:7]([CH3:6])[C:19]1[CH2:18][CH2:17][CH:16]([CH:20]3[CH2:25][CH2:24][O:23][CH2:22][CH2:21]3)[CH2:15][C:14]2=1)=[O:27]. (6) Given the reactants [CH3:1][C:2]1[N:7]=[C:6]2[S:8][C:9]3[CH2:14][CH2:13][CH2:12][CH2:11][C:10]=3[C:5]2=[C:4]([C:15]2[CH:20]=[CH:19][C:18]([CH3:21])=[CH:17][CH:16]=2)[C:3]=1[CH2:22][C:23]([O:25][CH3:26])=[O:24].[Li+].C[Si]([N-][Si](C)(C)C)(C)C.C1COCC1.[F:42][C:43]([F:48])([F:47])[CH2:44][CH2:45]I, predict the reaction product. The product is: [CH3:1][C:2]1[N:7]=[C:6]2[S:8][C:9]3[CH2:14][CH2:13][CH2:12][CH2:11][C:10]=3[C:5]2=[C:4]([C:15]2[CH:16]=[CH:17][C:18]([CH3:21])=[CH:19][CH:20]=2)[C:3]=1[CH:22]([CH2:45][CH2:44][C:43]([F:48])([F:47])[F:42])[C:23]([O:25][CH3:26])=[O:24]. (7) The product is: [Cl:25][C:22]1[S:21][C:20]([C:18]([NH:17][C:13]2[CH:12]=[CH:11][CH:10]=[C:9]3[C:14]=2[C:15](=[O:16])[N:7]([CH2:6][C:5]2[CH:27]=[CH:28][CH:29]=[C:3]([CH2:2][N:1]=[C:47]=[O:46])[CH:4]=2)[C:8]3=[O:26])=[O:19])=[CH:24][CH:23]=1. Given the reactants [NH2:1][CH2:2][C:3]1[CH:4]=[C:5]([CH:27]=[CH:28][CH:29]=1)[CH2:6][N:7]1[C:15](=[O:16])[C:14]2[C:9](=[CH:10][CH:11]=[CH:12][C:13]=2[NH:17][C:18]([C:20]2[S:21][C:22]([Cl:25])=[CH:23][CH:24]=2)=[O:19])[C:8]1=[O:26].CN(C)C1C2C(=CC=CC=2N(C)C)C=CC=1.[O:46]=[C:47](Cl)OC(Cl)(Cl)Cl.CCOCC, predict the reaction product. (8) The product is: [CH2:18]([N:15]1[C:16]2[CH:17]=[C:9]3[N:8]=[C:7]([C:3]4[C:2]([NH:1][C:32](=[O:33])[CH2:31][O:24][C:25]5[CH:30]=[CH:29][CH:28]=[CH:27][CH:26]=5)=[CH:6][NH:5][N:4]=4)[NH:23][C:10]3=[CH:11][C:12]=2[C:13]([CH3:22])([CH3:21])[C:14]1=[O:20])[CH3:19]. Given the reactants [NH2:1][C:2]1[C:3]([C:7]2[NH:23][C:10]3=[CH:11][C:12]4[C:13]([CH3:22])([CH3:21])[C:14](=[O:20])[N:15]([CH2:18][CH3:19])[C:16]=4[CH:17]=[C:9]3[N:8]=2)=[N:4][NH:5][CH:6]=1.[O:24]([CH2:31][C:32](Cl)=[O:33])[C:25]1[CH:30]=[CH:29][CH:28]=[CH:27][CH:26]=1, predict the reaction product. (9) Given the reactants [CH:1]1([N:7]2[CH2:13][C:12]([F:16])([CH:14]=[CH2:15])[C:11](=[O:17])[N:10]([CH3:18])[C:9]3[CH:19]=[N:20][C:21]([NH:23][C:24]4[CH:32]=[CH:31][C:27]([C:28](O)=[O:29])=[CH:26][C:25]=4[O:33][CH3:34])=[N:22][C:8]2=3)C[CH2:5][CH2:4][CH2:3][CH2:2]1.CN(C(ON1N=NC2C=CC=NC1=2)=[N+](C)C)C.F[P-](F)(F)(F)(F)F.[NH2:59][N:60]1[CH2:65][CH2:64][N:63]([CH3:66])[CH2:62][CH2:61]1, predict the reaction product. The product is: [CH:1]1([N:7]2[CH2:13][C:12]([F:16])([CH:14]=[CH2:15])[C:11](=[O:17])[N:10]([CH3:18])[C:9]3[CH:19]=[N:20][C:21]([NH:23][C:24]4[CH:32]=[CH:31][C:27]([C:28]([NH:59][N:60]5[CH2:65][CH2:64][N:63]([CH3:66])[CH2:62][CH2:61]5)=[O:29])=[CH:26][C:25]=4[O:33][CH3:34])=[N:22][C:8]2=3)[CH2:5][CH2:4][CH2:3][CH2:2]1.